Dataset: Full USPTO retrosynthesis dataset with 1.9M reactions from patents (1976-2016). Task: Predict the reactants needed to synthesize the given product. (1) Given the product [NH+:27]1[NH:28][N:9]=[CH:8][CH:7]=1.[F:11][B-:12]([F:15])([F:14])[F:13].[C:1]([CH:5]1[N:9]2[C:8](=[N:28][N+:27]([C:26]3[C:21]([F:20])=[C:22]([F:32])[C:23]([F:31])=[C:24]([F:30])[C:25]=3[F:29])=[CH:16]2)[CH2:7][CH2:6]1)([CH3:4])([CH3:3])[CH3:2], predict the reactants needed to synthesize it. The reactants are: [C:1]([C@@H:5]1[NH:9][C:8](=O)[CH2:7][CH2:6]1)([CH3:4])([CH3:3])[CH3:2].[F:11][B-:12]([F:15])([F:14])[F:13].[CH3:16][O+](C)C.[F:20][C:21]1[C:26]([NH:27][NH2:28])=[C:25]([F:29])[C:24]([F:30])=[C:23]([F:31])[C:22]=1[F:32]. (2) Given the product [Cl:38][C:39]1[N:44]=[C:43]([C:2]2[CH:3]=[N:4][C:5]([O:10][CH3:11])=[C:6]([CH:9]=2)[C:7]#[N:8])[CH:42]=[CH:41][N:40]=1, predict the reactants needed to synthesize it. The reactants are: Br[C:2]1[CH:3]=[N:4][C:5]([O:10][CH3:11])=[C:6]([CH:9]=1)[C:7]#[N:8].B1(B2OC(C)(C)C(C)(C)O2)OC(C)(C)C(C)(C)O1.C([O-])(=O)C.[K+].B(O)O.[Cl:38][C:39]1[N:44]=[C:43](Cl)[CH:42]=[CH:41][N:40]=1.C(=O)([O-])[O-].[Na+].[Na+]. (3) The reactants are: C1COCC1.[O:6]=[C:7]1[NH:11][C:10]([C:12]([O:14]CC)=O)=[CH:9][O:8]1.[OH-].[Na+].O.Cl.CCN(C(C)C)C(C)C.CN(C(ON1N=NC2C=CC=NC1=2)=[N+](C)C)C.F[P-](F)(F)(F)(F)F.[NH2:54][C@H:55]([CH2:64][C:65]1[CH:70]=[CH:69][C:68]([C:71]2[CH:76]=[CH:75][CH:74]=[CH:73][C:72]=2[F:77])=[CH:67][CH:66]=1)[CH2:56][C@:57]([CH2:62][OH:63])([CH3:61])[C:58]([OH:60])=[O:59]. Given the product [F:77][C:72]1[CH:73]=[CH:74][CH:75]=[CH:76][C:71]=1[C:68]1[CH:69]=[CH:70][C:65]([CH2:64][C@@H:55]([NH:54][C:12]([C:10]2[NH:11][C:7](=[O:6])[O:8][CH:9]=2)=[O:14])[CH2:56][C@:57]([CH2:62][OH:63])([CH3:61])[C:58]([OH:60])=[O:59])=[CH:66][CH:67]=1, predict the reactants needed to synthesize it. (4) Given the product [Cl:61][C:46]1[C:47]([NH:50][C@@H:51]2[C@@H:56]3[CH2:57][C@@H:53]([CH:54]=[CH:55]3)[C@@H:52]2[C:58]([NH2:60])=[O:59])=[C:48]2[N:49]=[C:66]([C:65]3[CH:68]=[CH:69][C:70]([N:72]4[CH2:77][CH2:76][CH:75]([N:78]5[CH2:79][CH2:80][N:81]([CH3:84])[CH2:82][CH2:83]5)[CH2:74][CH2:73]4)=[CH:71][C:64]=3[O:63][CH3:62])[NH:42][C:43]2=[N:44][CH:45]=1, predict the reactants needed to synthesize it. The reactants are: FC(F)(F)C(O)=O.ClC1C(N[C@@H]2[C@@H]3C[C@@H](C=C3)[C@@H]2C(N)=O)=C2N=C(C3C=CC(CN4CCOCC4)=CC=3)NC2=NC=1.[NH2:42][C:43]1[C:48]([NH2:49])=[C:47]([NH:50][C@@H:51]2[C@@H:56]3[CH2:57][C@@H:53]([CH:54]=[CH:55]3)[C@@H:52]2[C:58]([NH2:60])=[O:59])[C:46]([Cl:61])=[CH:45][N:44]=1.[CH3:62][O:63][C:64]1[CH:71]=[C:70]([N:72]2[CH2:77][CH2:76][CH:75]([N:78]3[CH2:83][CH2:82][N:81]([CH3:84])[CH2:80][CH2:79]3)[CH2:74][CH2:73]2)[CH:69]=[CH:68][C:65]=1[CH:66]=O. (5) Given the product [CH3:1][O:2][C:3]1[CH:4]=[CH:5][C:6]([CH2:11][C@@H:12]2[C@@H:17]([CH2:18][C:19]3[CH:20]=[CH:21][C:22]([OH:27])=[C:23]([O:25][CH3:26])[CH:24]=3)[C:15](=[O:16])[O:14][CH2:13]2)=[CH:7][C:8]=1[O:9][CH3:10].[C:28]([O-:38])(=[O:37])[CH2:29][CH2:30][CH2:31][CH2:32][CH2:33][CH2:34][CH2:35][CH3:36], predict the reactants needed to synthesize it. The reactants are: [CH3:1][O:2][C:3]1[CH:4]=[CH:5][C:6]([CH2:11][C@@H:12]2[C@@H:17]([CH2:18][C:19]3[CH:20]=[CH:21][C:22]([OH:27])=[C:23]([O:25][CH3:26])[CH:24]=3)[C:15](=[O:16])[O:14][CH2:13]2)=[CH:7][C:8]=1[O:9][CH3:10].[C:28]([OH:38])(=[O:37])[CH2:29][CH2:30][CH2:31][CH2:32][CH2:33][CH2:34][CH2:35][CH3:36].O. (6) Given the product [CH3:15][O:13][C:12]([C:9]1[N:10]=[C:11]2[C:2]([Br:1])=[CH:3][N:4]=[CH:5][C:6]2=[N:7][CH:8]=1)=[O:14].[Br:1][C:2]1[C:11]2=[N:10][C:9]([C:12]([O-:14])=[O:13])=[CH:8][N:7]=[C:6]2[CH:5]=[N:4][CH:3]=1, predict the reactants needed to synthesize it. The reactants are: [Br:1][C:2]1[C:11]2[C:6](=[N:7][CH:8]=[C:9]([C:12]([OH:14])=[O:13])[N:10]=2)[CH:5]=[N:4][CH:3]=1.[CH:15](N(CC)C(C)C)(C)C.F[P-](F)(F)(F)(F)F.N1(OC(N(C)C)=[N+](C)C)C2N=CC=CC=2N=N1.BrC1C2C(=NC=C(C(N)=O)N=2)C=NC=1.B(O)O.C(=O)([O-])[O-].[Cs+].[Cs+].ClC1C=CC(C2C3=NC(C(O)=O)=CN=C3C=NC=2)=CC=1.C(N1C=CN=C1)(N1C=CN=C1)=O.C(Cl)(=O)C(Cl)=O. (7) The reactants are: [CH3:1][O:2][C:3]1[CH:4]=[CH:5][C:6]2[N:7]=[CH:8][NH:9][C:10](=O)[C:11]=2[N:12]=1.S(Cl)([Cl:16])=O. Given the product [Cl:16][C:10]1[C:11]2[N:12]=[C:3]([O:2][CH3:1])[CH:4]=[CH:5][C:6]=2[N:7]=[CH:8][N:9]=1, predict the reactants needed to synthesize it. (8) Given the product [C:12](/[C:11](/[C:5]1[CH:6]=[CH:7][C:8]([O:9][CH3:10])=[C:3]([O:2][CH3:1])[CH:4]=1)=[CH:14]\[C:15]1[S:16][C:17]([N:20]2[CH2:21][CH2:22][CH:23]([O:26][C:31](=[O:32])[CH2:30][Br:29])[CH2:24][CH2:25]2)=[CH:18][CH:19]=1)#[N:13], predict the reactants needed to synthesize it. The reactants are: [CH3:1][O:2][C:3]1[CH:4]=[C:5](/[C:11](=[CH:14]/[C:15]2[S:16][C:17]([N:20]3[CH2:25][CH2:24][CH:23]([OH:26])[CH2:22][CH2:21]3)=[CH:18][CH:19]=2)/[C:12]#[N:13])[CH:6]=[CH:7][C:8]=1[O:9][CH3:10].[H-].[Na+].[Br:29][CH2:30][C:31](Cl)=[O:32].C(Cl)(Cl)Cl.